Dataset: Reaction yield outcomes from USPTO patents with 853,638 reactions. Task: Predict the reaction yield, written as a fraction of the theoretical maximum amount of product (1.0 means a 100% yield; for example, 0.34 means a 34% yield). (1) The reactants are CC(C)=O.C(OCC)(=O)C.O.[ClH:12].[OH:13][C:14]([C:44]1[CH:49]=[CH:48][CH:47]=[CH:46][CH:45]=1)([C:38]1[CH:43]=[CH:42][CH:41]=[CH:40][CH:39]=1)[CH:15]1[CH2:20][CH2:19][N:18]([CH2:21][CH2:22][CH2:23][CH:24]([C:26]2[CH:31]=[CH:30][C:29]([C:32]([CH3:37])([CH3:36])[C:33]([OH:35])=[O:34])=[CH:28][CH:27]=2)[OH:25])[CH2:17][CH2:16]1. The catalyst is CC(C)=O.O. The product is [ClH:12].[OH:13][C:14]([C:44]1[CH:45]=[CH:46][CH:47]=[CH:48][CH:49]=1)([C:38]1[CH:39]=[CH:40][CH:41]=[CH:42][CH:43]=1)[CH:15]1[CH2:20][CH2:19][N:18]([CH2:21][CH2:22][CH2:23][CH:24]([C:26]2[CH:31]=[CH:30][C:29]([C:32]([CH3:37])([CH3:36])[C:33]([OH:35])=[O:34])=[CH:28][CH:27]=2)[OH:25])[CH2:17][CH2:16]1. The yield is 0.970. (2) The reactants are [CH2:1]([N:3]([S:9]([C:12]1[CH:17]=[CH:16][C:15]([F:18])=[CH:14][CH:13]=1)(=[O:11])=[O:10])[C:4](=[CH2:8])[C:5]([OH:7])=O)[CH3:2].CCOC(OC(OCC)=O)=O.[CH:30]1([CH2:33][N:34]2[CH2:39][CH2:38][N:37]([C:40]3[CH:45]=[C:44]([CH2:46][NH2:47])[CH:43]=[C:42]([C:48]4[CH:53]=[CH:52][C:51]([O:54][C:55]([F:58])([F:57])[F:56])=[CH:50][CH:49]=4)[N:41]=3)[CH2:36][CH2:35]2)[CH2:32][CH2:31]1. The catalyst is C1COCC1. The product is [CH:30]1([CH2:33][N:34]2[CH2:35][CH2:36][N:37]([C:40]3[CH:45]=[C:44]([CH2:46][NH:47][C:5](=[O:7])[C:4]([N:3]([CH2:1][CH3:2])[S:9]([C:12]4[CH:17]=[CH:16][C:15]([F:18])=[CH:14][CH:13]=4)(=[O:11])=[O:10])=[CH2:8])[CH:43]=[C:42]([C:48]4[CH:53]=[CH:52][C:51]([O:54][C:55]([F:56])([F:58])[F:57])=[CH:50][CH:49]=4)[N:41]=3)[CH2:38][CH2:39]2)[CH2:32][CH2:31]1. The yield is 0.300.